This data is from NCI-60 drug combinations with 297,098 pairs across 59 cell lines. The task is: Regression. Given two drug SMILES strings and cell line genomic features, predict the synergy score measuring deviation from expected non-interaction effect. (1) Drug 1: COC1=C(C=C2C(=C1)N=CN=C2NC3=CC(=C(C=C3)F)Cl)OCCCN4CCOCC4. Drug 2: CC1=C2C(C(=O)C3(C(CC4C(C3C(C(C2(C)C)(CC1OC(=O)C(C(C5=CC=CC=C5)NC(=O)C6=CC=CC=C6)O)O)OC(=O)C7=CC=CC=C7)(CO4)OC(=O)C)O)C)OC(=O)C. Cell line: DU-145. Synergy scores: CSS=48.9, Synergy_ZIP=0.927, Synergy_Bliss=1.65, Synergy_Loewe=2.56, Synergy_HSA=5.94. (2) Drug 1: C1=CN(C(=O)N=C1N)C2C(C(C(O2)CO)O)O.Cl. Drug 2: CC1=C2C(C(=O)C3(C(CC4C(C3C(C(C2(C)C)(CC1OC(=O)C(C(C5=CC=CC=C5)NC(=O)C6=CC=CC=C6)O)O)OC(=O)C7=CC=CC=C7)(CO4)OC(=O)C)O)C)OC(=O)C. Cell line: SNB-19. Synergy scores: CSS=30.0, Synergy_ZIP=-6.10, Synergy_Bliss=-2.18, Synergy_Loewe=-7.42, Synergy_HSA=-2.83. (3) Drug 1: C1=CC=C(C=C1)NC(=O)CCCCCCC(=O)NO. Drug 2: C1CCC(C(C1)N)N.C(=O)(C(=O)[O-])[O-].[Pt+4]. Cell line: OVCAR3. Synergy scores: CSS=20.2, Synergy_ZIP=-7.14, Synergy_Bliss=-3.40, Synergy_Loewe=-5.31, Synergy_HSA=-5.72. (4) Drug 1: C1=CC(=C2C(=C1NCCNCCO)C(=O)C3=C(C=CC(=C3C2=O)O)O)NCCNCCO. Drug 2: C(=O)(N)NO. Cell line: SR. Synergy scores: CSS=90.2, Synergy_ZIP=15.0, Synergy_Bliss=14.5, Synergy_Loewe=4.53, Synergy_HSA=15.6.